From a dataset of Catalyst prediction with 721,799 reactions and 888 catalyst types from USPTO. Predict which catalyst facilitates the given reaction. (1) Reactant: [C:1]1(=[O:11])[NH:5][C:4](=[O:6])[C:3]2=[CH:7][CH:8]=[CH:9][CH:10]=[C:2]12.C1(P(C2C=CC=CC=2)C2C=CC=CC=2)C=CC=CC=1.N(C(OC(C)C)=O)=NC(OC(C)C)=O.[CH3:45][C:46]1([CH3:61])[CH2:48][CH:47]1[CH:49](O)[C@@H:50]([NH:52][C:53](=[O:59])[O:54][C:55]([CH3:58])([CH3:57])[CH3:56])[CH3:51]. Product: [CH3:61][C:46]1([CH3:45])[CH2:48][CH:47]1[CH:49]([N:5]1[C:1](=[O:11])[C:2]2[C:3](=[CH:7][CH:8]=[CH:9][CH:10]=2)[C:4]1=[O:6])[C@@H:50]([NH:52][C:53](=[O:59])[O:54][C:55]([CH3:58])([CH3:57])[CH3:56])[CH3:51]. The catalyst class is: 1. (2) Reactant: [CH3:1][O:2][C:3]1[C:23]2[C:22]3([CH2:27][CH:26]=[CH:25][CH2:24]3)[N:10]3[CH2:11][CH2:12][C:13]4[C:18]([CH:9]3[CH2:8][C:7]=2[CH:6]=[CH:5][C:4]=1[O:28][CH3:29])=[CH:17][C:16]1[O:19][CH2:20][O:21][C:15]=1[CH:14]=4.[BH4-].[Na+]. Product: [CH3:1][O:2][C:3]1[C:23]2[C:22]3([CH2:27][CH2:26][CH2:25][CH2:24]3)[N:10]3[CH2:11][CH2:12][C:13]4[C:18]([CH:9]3[CH2:8][C:7]=2[CH:6]=[CH:5][C:4]=1[O:28][CH3:29])=[CH:17][C:16]1[O:19][CH2:20][O:21][C:15]=1[CH:14]=4. The catalyst class is: 5. (3) Reactant: C[O:2][C:3]1[CH:8]([CH2:9][CH2:10][CH:11]([CH3:13])[CH3:12])[C:7]([O:14]C)=[CH:6][CH2:5][CH:4]=1.Cl. Product: [CH3:12][CH:11]([CH3:13])[CH2:10][CH2:9][CH:8]1[C:7](=[O:14])[CH2:6][CH2:5][CH2:4][C:3]1=[O:2]. The catalyst class is: 6. (4) Reactant: C(OC([NH:11][CH2:12][C:13](=[O:38])[CH2:14][CH2:15][C:16]([O:18][CH2:19][CH2:20][N:21]1[CH:26]=[CH:25][C:24](=[O:27])[C:23]([O:28]CC2C=CC=CC=2)=[C:22]1[CH2:36][CH3:37])=[O:17])=O)C1C=CC=CC=1.C(O)C.[ClH:42]. Product: [ClH:42].[Cl-:42].[NH2:11][CH2:12][C:13](=[O:38])[CH2:14][CH2:15][C:16]([O:18][CH2:19][CH2:20][N+:21]1[CH:26]=[CH:25][C:24]([OH:27])=[C:23]([OH:28])[C:22]=1[CH2:36][CH3:37])=[O:17]. The catalyst class is: 386. (5) Reactant: [I:1][C:2]1[CH:3]=[C:4]2[C:8](=[CH:9][CH:10]=1)[NH:7][C:6](=[O:11])[C:5]2=O.[N:13]1([C:19]2[N:20]=[N:21][N:22]([CH2:24][C:25]([NH:27][NH2:28])=[O:26])[N:23]=2)[CH2:18][CH2:17][O:16][CH2:15][CH2:14]1. Product: [I:1][C:2]1[CH:3]=[C:4]2[C:8](=[CH:9][CH:10]=1)[NH:7][C:6](=[O:11])[C:5]2=[N:28][NH:27][C:25](=[O:26])[CH2:24][N:22]1[N:21]=[N:20][C:19]([N:13]2[CH2:18][CH2:17][O:16][CH2:15][CH2:14]2)=[N:23]1. The catalyst class is: 15.